Dataset: Catalyst prediction with 721,799 reactions and 888 catalyst types from USPTO. Task: Predict which catalyst facilitates the given reaction. (1) Reactant: [CH3:1][O:2][C:3](=[O:19])[C:4]1[CH:9]=[CH:8][C:7]([CH:10]([OH:18])[C:11]2[CH:16]=[CH:15][C:14]([CH3:17])=[CH:13][N:12]=2)=[CH:6][CH:5]=1. Product: [CH3:1][O:2][C:3](=[O:19])[C:4]1[CH:5]=[CH:6][C:7]([C:10]([C:11]2[CH:16]=[CH:15][C:14]([CH3:17])=[CH:13][N:12]=2)=[O:18])=[CH:8][CH:9]=1. The catalyst class is: 485. (2) Reactant: [C:1]([C:4]1[CH:9]=[N:8][N:7]2[CH:10]=[C:11]([C:13]3[CH:18]=[CH:17][CH:16]=[CH:15][CH:14]=3)[CH:12]=[C:6]2[C:5]=1[NH:19][C@H:20]1[CH2:24][CH2:23][C@@:22]([CH2:26][NH:27]C(=O)OC(C)(C)C)([CH3:25])[C:21]1([CH3:36])[CH3:35])(=[O:3])[NH2:2].FC(F)(F)C(O)=O. Product: [NH2:27][CH2:26][C@@:22]1([CH3:25])[CH2:23][CH2:24][C@H:20]([NH:19][C:5]2[C:6]3[N:7]([CH:10]=[C:11]([C:13]4[CH:18]=[CH:17][CH:16]=[CH:15][CH:14]=4)[CH:12]=3)[N:8]=[CH:9][C:4]=2[C:1]([NH2:2])=[O:3])[C:21]1([CH3:36])[CH3:35]. The catalyst class is: 96. (3) Reactant: [CH:1]1([O:6][C:7](=[O:26])[C@@H:8]([NH:15][CH2:16][C:17]2[CH:22]=[CH:21][CH:20]=[CH:19][C:18]=2[N+:23]([O-:25])=[O:24])[C:9]2[CH:14]=[CH:13][CH:12]=[CH:11][CH:10]=2)[CH2:5][CH2:4][CH2:3][CH2:2]1.C([O-])([O-])=O.[K+].[K+].[C:33](O[C:33]([O:35][C:36]([CH3:39])([CH3:38])[CH3:37])=[O:34])([O:35][C:36]([CH3:39])([CH3:38])[CH3:37])=[O:34].O. Product: [CH:1]1([O:6][C:7](=[O:26])[C@@H:8]([N:15]([C:33]([O:35][C:36]([CH3:39])([CH3:38])[CH3:37])=[O:34])[CH2:16][C:17]2[CH:22]=[CH:21][CH:20]=[CH:19][C:18]=2[N+:23]([O-:25])=[O:24])[C:9]2[CH:14]=[CH:13][CH:12]=[CH:11][CH:10]=2)[CH2:2][CH2:3][CH2:4][CH2:5]1. The catalyst class is: 1.